Dataset: TCR-epitope binding with 47,182 pairs between 192 epitopes and 23,139 TCRs. Task: Binary Classification. Given a T-cell receptor sequence (or CDR3 region) and an epitope sequence, predict whether binding occurs between them. (1) The epitope is YFPLQSYGF. The TCR CDR3 sequence is CASSQTVLKVATDTQYF. Result: 1 (the TCR binds to the epitope). (2) The epitope is FPPTSFGPL. The TCR CDR3 sequence is CASSLGAGVAFF. Result: 0 (the TCR does not bind to the epitope). (3) The epitope is NLVPMVATV. The TCR CDR3 sequence is CSFRTAMNTEAFF. Result: 1 (the TCR binds to the epitope). (4) The epitope is EILDITPCSF. The TCR CDR3 sequence is CASSLEVGSAYGYTF. Result: 1 (the TCR binds to the epitope).